Dataset: Forward reaction prediction with 1.9M reactions from USPTO patents (1976-2016). Task: Predict the product of the given reaction. (1) Given the reactants [F:1][C:2]1[CH:3]=[C:4]([C:9]2[O:13][N:12]=[C:11]([C:14]([N:16]3[CH2:21][C@H:20]([CH2:22][CH:23]([CH3:25])[CH3:24])[NH:19][C:18](=[O:26])[C@@H:17]3[CH2:27][CH:28]([CH3:30])[CH3:29])=[O:15])[CH:10]=2)[CH:5]=[CH:6][C:7]=1F.C([C@@H]1NC[C@H](CC(C)C)NC1=O)C(C)C.FC1C=C(C2ON=C(C(O)=O)C=2)C=CC=1, predict the reaction product. The product is: [F:1][C:2]1[CH:3]=[C:4]([C:9]2[O:13][N:12]=[C:11]([C:14]([N:16]3[CH2:21][C@H:20]([CH2:22][CH:23]([CH3:25])[CH3:24])[NH:19][C:18](=[O:26])[C@@H:17]3[CH2:27][CH:28]([CH3:30])[CH3:29])=[O:15])[CH:10]=2)[CH:5]=[CH:6][CH:7]=1. (2) Given the reactants [OH:1]N1C(=O)CCC1=O.C[C:10]1[CH:17]=[CH:16][C:13]([CH2:14][OH:15])=[CH:12][CH:11]=1.[C:18](=[O:20])=[O:19].O=O, predict the reaction product. The product is: [C:14]([OH:15])(=[O:1])[C:13]1[CH:12]=[CH:11][C:10]([C:18]([OH:20])=[O:19])=[CH:17][CH:16]=1. (3) Given the reactants [NH:1]1[C:5]2=[N:6][CH:7]=[C:8]([NH2:10])[CH:9]=[C:4]2[CH:3]=[CH:2]1.Cl[C:12]([O:14][CH2:15][C:16]1[CH:21]=[CH:20][CH:19]=[CH:18][CH:17]=1)=[O:13].[OH-].[Na+].C(O)(=O)CC(CC(O)=O)(C(O)=O)O, predict the reaction product. The product is: [NH:1]1[C:5]2=[N:6][CH:7]=[C:8]([NH:10][C:12](=[O:13])[O:14][CH2:15][C:16]3[CH:21]=[CH:20][CH:19]=[CH:18][CH:17]=3)[CH:9]=[C:4]2[CH:3]=[CH:2]1. (4) The product is: [CH3:19][C:18]1([CH3:20])[O:15][C:2]([CH3:1])([CH3:14])[CH:3]([C:5]2[CH:6]=[CH:7][C:8]([N+:11]([O-:13])=[O:12])=[CH:9][CH:10]=2)[O:4]1. Given the reactants [CH3:1][C:2]([OH:15])([CH3:14])[CH:3]([C:5]1[CH:10]=[CH:9][C:8]([N+:11]([O-:13])=[O:12])=[CH:7][CH:6]=1)[OH:4].CO[C:18](OC)([CH3:20])[CH3:19].CC1C=CC(S(O)(=O)=O)=CC=1.CC(=O)OCC, predict the reaction product. (5) The product is: [CH3:1][C@@H:2]1[N:6]([C:7]([O:9][C:10]([CH3:13])([CH3:12])[CH3:11])=[O:8])[C@H:5]([C:14]([O:16][CH2:17][C:18]([C:20]2[CH:21]=[CH:22][C:23]3[C:32]4[CH:31]=[C:30]5[CH2:33][CH2:34][CH:35]([O:55][C:53]([C@@H:48]6[CH2:49][CH2:50][C@H:51]([CH3:52])[N:47]6[C:45]([O:44][C:40]([CH3:41])([CH3:43])[CH3:42])=[O:46])=[O:54])[C:36](=[O:37])[C:29]5=[CH:28][C:27]=4[O:26][CH2:25][C:24]=3[CH:39]=2)=[O:19])=[O:15])[CH2:4][CH2:3]1. Given the reactants [CH3:1][C@@H:2]1[N:6]([C:7]([O:9][C:10]([CH3:13])([CH3:12])[CH3:11])=[O:8])[C@H:5]([C:14]([O:16][CH2:17][C:18]([C:20]2[CH:21]=[CH:22][C:23]3[C:32]4[CH:31]=[C:30]5[CH2:33][CH2:34][CH:35](Br)[C:36](=[O:37])[C:29]5=[CH:28][C:27]=4[O:26][CH2:25][C:24]=3[CH:39]=2)=[O:19])=[O:15])[CH2:4][CH2:3]1.[C:40]([O:44][C:45]([N:47]1[C@@H:51]([CH3:52])[CH2:50][CH2:49][C@H:48]1[C:53]([OH:55])=[O:54])=[O:46])([CH3:43])([CH3:42])[CH3:41].C([O-])([O-])=O.[Cs+].[Cs+], predict the reaction product. (6) Given the reactants [N+](C1C=CC=CC=1O)([O-])=O.[C:11]1([C:21]2[CH:26]=[CH:25][CH:24]=[CH:23][CH:22]=2)[CH:16]=[CH:15][C:14]([CH2:17][C:18]([OH:20])=O)=[CH:13][CH:12]=1.CC(C)N=C=NC(C)C.[CH3:36][N:37]1[CH2:42][CH2:41][CH:40]([NH:43][CH3:44])[CH2:39][CH2:38]1.[Cl:45]CC(Cl)C, predict the reaction product. The product is: [ClH:45].[C:11]1([C:21]2[CH:26]=[CH:25][CH:24]=[CH:23][CH:22]=2)[CH:12]=[CH:13][C:14]([CH2:17][C:18]([N:43]([CH3:44])[CH:40]2[CH2:41][CH2:42][N:37]([CH3:36])[CH2:38][CH2:39]2)=[O:20])=[CH:15][CH:16]=1. (7) The product is: [Cl:27][CH2:28][CH2:29][NH:30][C:31]([NH:1][C:2]1[CH:7]=[CH:6][C:5]([C:8]2[CH:13]=[C:12]([NH:14][CH2:15][C:16]3[CH:21]=[CH:20][C:19]([Cl:22])=[CH:18][C:17]=3[Cl:23])[N:11]3[N:24]=[CH:25][CH:26]=[C:10]3[N:9]=2)=[CH:4][CH:3]=1)=[O:32]. Given the reactants [NH2:1][C:2]1[CH:7]=[CH:6][C:5]([C:8]2[CH:13]=[C:12]([NH:14][CH2:15][C:16]3[CH:21]=[CH:20][C:19]([Cl:22])=[CH:18][C:17]=3[Cl:23])[N:11]3[N:24]=[CH:25][CH:26]=[C:10]3[N:9]=2)=[CH:4][CH:3]=1.[Cl:27][CH2:28][CH2:29][N:30]=[C:31]=[O:32].C(Cl)(Cl)Cl, predict the reaction product. (8) Given the reactants [C:1]([O-:4])(=[O:3])[CH3:2].[Na+].[CH2:6]([O:8][C:9]([C:11](=[CH:16][C:17]1[CH:21]=[C:20]([CH3:22])[S:19][CH:18]=1)[CH2:12][C:13](O)=O)=[O:10])[CH3:7], predict the reaction product. The product is: [C:1]([O:4][C:13]1[C:18]2[S:19][C:20]([CH3:22])=[CH:21][C:17]=2[CH:16]=[C:11]([C:9]([O:8][CH2:6][CH3:7])=[O:10])[CH:12]=1)(=[O:3])[CH3:2]. (9) Given the reactants [Si:1]([O:8][CH2:9][CH2:10][NH:11][C:12]1[CH:17]=[CH:16][C:15]([NH:18][C:19]([C:21]2[C:22]([NH:28][C:29]([C:31]3[S:32][C:33]([Cl:36])=[CH:34][CH:35]=3)=[O:30])=[N:23][C:24]([CH3:27])=[N:25][CH:26]=2)=[O:20])=[CH:14][CH:13]=1)([C:4]([CH3:7])([CH3:6])[CH3:5])([CH3:3])[CH3:2].[N:37]#[C:38]Br.C(=O)(O)[O-].[Na+], predict the reaction product. The product is: [Si:1]([O:8][CH2:9][CH2:10][N:11]([C:38]#[N:37])[C:12]1[CH:13]=[CH:14][C:15]([NH:18][C:19]([C:21]2[C:22]([NH:28][C:29]([C:31]3[S:32][C:33]([Cl:36])=[CH:34][CH:35]=3)=[O:30])=[N:23][C:24]([CH3:27])=[N:25][CH:26]=2)=[O:20])=[CH:16][CH:17]=1)([C:4]([CH3:7])([CH3:5])[CH3:6])([CH3:2])[CH3:3].